From a dataset of Forward reaction prediction with 1.9M reactions from USPTO patents (1976-2016). Predict the product of the given reaction. (1) Given the reactants [Si]([O:8][CH2:9][CH2:10][CH2:11][N:12]1[C:20](=[O:21])[C:19]2[N:18]([CH2:22][CH2:23][CH:24]([CH3:26])[CH3:25])[C:17]([O:27][C:28]3[CH:33]=[CH:32][CH:31]=[C:30]([Cl:34])[CH:29]=3)=[N:16][C:15]=2[N:14]([CH3:35])[C:13]1=[O:36])(C(C)(C)C)(C)C.Cl, predict the reaction product. The product is: [Cl:34][C:30]1[CH:29]=[C:28]([CH:33]=[CH:32][CH:31]=1)[O:27][C:17]1[N:18]([CH2:22][CH2:23][CH:24]([CH3:25])[CH3:26])[C:19]2[C:20](=[O:21])[N:12]([CH2:11][CH2:10][CH2:9][OH:8])[C:13](=[O:36])[N:14]([CH3:35])[C:15]=2[N:16]=1. (2) Given the reactants [O:1]=[C:2]1[C:8]2=[CH:9][C:10]3[CH:11]=[CH:12][C:13]([C:16]([NH:18][C:19]4[CH:28]=[CH:27][CH:26]=[CH:25][C:20]=4[C:21]([O:23]C)=[O:22])=[O:17])=[CH:14][C:15]=3[N:7]2[CH2:6][CH2:5][CH2:4][NH:3]1.[OH-].[Na+].Cl.O, predict the reaction product. The product is: [O:1]=[C:2]1[C:8]2=[CH:9][C:10]3[CH:11]=[CH:12][C:13]([C:16]([NH:18][C:19]4[CH:28]=[CH:27][CH:26]=[CH:25][C:20]=4[C:21]([OH:23])=[O:22])=[O:17])=[CH:14][C:15]=3[N:7]2[CH2:6][CH2:5][CH2:4][NH:3]1. (3) Given the reactants [Br:1][C:2]1[CH:3]=[CH:4][C:5]([OH:30])=[C:6]([CH:29]=1)[C:7]([NH:9][C:10]1[S:11][C:12]([C:26](O)=[O:27])=[C:13]([C:15]2[C:20]([F:21])=[C:19]([F:22])[C:18]([F:23])=[C:17]([F:24])[C:16]=2[F:25])[N:14]=1)=[O:8].CN.O.O[N:35]1[C:39]2C=CC=CC=2N=N1.CCN=C=NCCCN(C)C.Cl, predict the reaction product. The product is: [Br:1][C:2]1[CH:3]=[CH:4][C:5]([OH:30])=[C:6]([CH:29]=1)[C:7]([NH:9][C:10]1[S:11][C:12]([C:26]([NH:35][CH3:39])=[O:27])=[C:13]([C:15]2[C:16]([F:25])=[C:17]([F:24])[C:18]([F:23])=[C:19]([F:22])[C:20]=2[F:21])[N:14]=1)=[O:8]. (4) Given the reactants [CH3:1][O:2][C:3]1[N:4]=[N:5][CH:6]=[CH:7][CH:8]=1.ClC1C=C(C=CC=1)C(OOC(=O)C1C=CC=C(Cl)C=1)=[O:14].C(=O)([O-])O.[Na+], predict the reaction product. The product is: [CH3:1][O:2][C:3]1[N:4]=[N+:5]([O-:14])[CH:6]=[CH:7][CH:8]=1. (5) Given the reactants [Cl:1][C:2]([Cl:12])([Cl:11])[C:3]([C:5]1[N:6]([CH3:10])[CH:7]=[CH:8][N:9]=1)=[O:4].C1C(=O)N([Br:20])C(=O)C1, predict the reaction product. The product is: [Br:20][C:8]1[N:9]=[C:5]([C:3](=[O:4])[C:2]([Cl:1])([Cl:11])[Cl:12])[N:6]([CH3:10])[CH:7]=1. (6) Given the reactants [F:1][C:2]1[CH:3]=[C:4]2[C:8](=[CH:9][CH:10]=1)[N:7]([NH:11][C:12]([C:14]1[C:15]([CH3:27])=[N:16][C:17]([C:20]3[CH:25]=[CH:24][CH:23]=[C:22]([F:26])[CH:21]=3)=[N:18][CH:19]=1)=[O:13])[CH:6]=[CH:5]2.ClS([N:32]=[C:33]=O)(=O)=O.CCN(CC)CC, predict the reaction product. The product is: [C:33]([C:5]1[C:4]2[C:8](=[CH:9][CH:10]=[C:2]([F:1])[CH:3]=2)[N:7]([NH:11][C:12]([C:14]2[C:15]([CH3:27])=[N:16][C:17]([C:20]3[CH:25]=[CH:24][CH:23]=[C:22]([F:26])[CH:21]=3)=[N:18][CH:19]=2)=[O:13])[CH:6]=1)#[N:32]. (7) The product is: [O:26]1[CH2:25][CH2:24][CH2:23][O:22][CH:21]1[CH2:20][CH2:19][CH:18]([C:27]1[S:31][C:30]([C:32]2[CH:33]=[CH:34][C:35]([C:38]([F:41])([F:40])[F:39])=[CH:36][CH:37]=2)=[N:29][C:28]=1[CH3:42])[O:17][C:14]1[CH:15]=[C:16]2[C:11]([CH:10]=[CH:9][N:8]2[CH2:7][C:6]([OH:43])=[O:5])=[CH:12][CH:13]=1. Given the reactants C([O:5][C:6](=[O:43])[CH2:7][N:8]1[C:16]2[C:11](=[CH:12][CH:13]=[C:14]([O:17][CH:18]([C:27]3[S:31][C:30]([C:32]4[CH:37]=[CH:36][C:35]([C:38]([F:41])([F:40])[F:39])=[CH:34][CH:33]=4)=[N:29][C:28]=3[CH3:42])[CH2:19][CH2:20][CH:21]3[O:26][CH2:25][CH2:24][CH2:23][O:22]3)[CH:15]=2)[CH:10]=[CH:9]1)(C)(C)C.[Li+].[OH-], predict the reaction product.